From a dataset of NCI-60 drug combinations with 297,098 pairs across 59 cell lines. Regression. Given two drug SMILES strings and cell line genomic features, predict the synergy score measuring deviation from expected non-interaction effect. Drug 1: CC(CN1CC(=O)NC(=O)C1)N2CC(=O)NC(=O)C2. Drug 2: C1CNP(=O)(OC1)N(CCCl)CCCl. Cell line: IGROV1. Synergy scores: CSS=20.1, Synergy_ZIP=-4.40, Synergy_Bliss=3.60, Synergy_Loewe=-5.18, Synergy_HSA=1.40.